The task is: Predict which catalyst facilitates the given reaction.. This data is from Catalyst prediction with 721,799 reactions and 888 catalyst types from USPTO. (1) Reactant: [C:1]1([CH3:17])[CH:6]=[CH:5][C:4]([C:7]2[NH:11][C:10]3[CH:12]=[CH:13][C:14]([NH2:16])=[CH:15][C:9]=3[N:8]=2)=[CH:3][CH:2]=1.[C:18](Cl)(=[O:22])[CH2:19][CH2:20][CH3:21].C(OCC)(=O)C. Product: [C:1]1([CH3:17])[CH:2]=[CH:3][C:4]([C:7]2[NH:11][C:10]3[CH:12]=[CH:13][C:14]([NH:16][C:18](=[O:22])[CH2:19][CH2:20][CH3:21])=[CH:15][C:9]=3[N:8]=2)=[CH:5][CH:6]=1. The catalyst class is: 17. (2) Reactant: [Cl:1][C:2]1[CH:33]=[CH:32][C:5]2=[N:6][N:7]([C:9]3[CH:10]=[C:11]([CH:18]=[C:19]([C:22]([C:25]4[CH:30]=[CH:29][C:28]([Cl:31])=[CH:27][CH:26]=4)([CH3:24])[CH3:23])[C:20]=3[OH:21])[CH2:12][CH2:13][C:14]([O:16][CH3:17])=[O:15])[N:8]=[C:4]2[CH:3]=1.[NH2-].[Li+]. The catalyst class is: 11. Product: [Cl:1][C:2]1[CH:33]=[CH:32][C:5]2=[N:6][N:7]([C:9]3[CH:10]=[C:11]([CH:18]=[C:19]([C:22]([C:25]4[CH:26]=[CH:27][C:28]([Cl:31])=[CH:29][CH:30]=4)([CH3:23])[CH3:24])[C:20]=3[OH:21])[CH2:12][CH2:13][C:14]([O:16][CH2:17][CH2:11][CH2:10][CH2:9][CH2:20][CH2:19][CH2:22][CH3:23])=[O:15])[N:8]=[C:4]2[CH:3]=1. (3) Reactant: [NH2:1][CH:2]([CH2:6][O:7][C:8]([CH3:11])([CH3:10])[CH3:9])[C:3]([NH2:5])=[O:4].[S:12](Cl)(Cl)=O.O. Product: [C:8]([O:7][CH2:6][C:2]1[C:3]([OH:4])=[N:5][S:12][N:1]=1)([CH3:11])([CH3:10])[CH3:9]. The catalyst class is: 236. (4) Reactant: [Cl:1][C:2]1[CH:28]=[CH:27][C:5]2[S:6][CH:7]=[C:8]([CH:9]([P:23]([CH3:26])(=[O:25])[OH:24])[C:10](=[O:22])[NH:11][CH:12]=[CH:13][C:14]3[CH:19]=[CH:18][C:17]([F:20])=[C:16]([F:21])[CH:15]=3)[C:4]=2[CH:3]=1.[OH-].[OH:30][CH2:31][CH2:32][N+:33]([CH3:36])([CH3:35])[CH3:34]. Product: [OH:30][CH2:31][CH2:32][N+:33]([CH3:36])([CH3:35])[CH3:34].[Cl:1][C:2]1[CH:28]=[CH:27][C:5]2[S:6][CH:7]=[C:8]([CH:9]([P:23]([CH3:26])(=[O:24])[O-:25])[C:10](=[O:22])[NH:11][CH:12]=[CH:13][C:14]3[CH:19]=[CH:18][C:17]([F:20])=[C:16]([F:21])[CH:15]=3)[C:4]=2[CH:3]=1. The catalyst class is: 5.